Dataset: Full USPTO retrosynthesis dataset with 1.9M reactions from patents (1976-2016). Task: Predict the reactants needed to synthesize the given product. (1) Given the product [OH:33][CH2:32][CH2:31][N:28]([CH2:29][CH2:30][I:27])[C:2]1[C:19]([N+:20]([O-:22])=[O:21])=[CH:18][C:17]([N+:23]([O-:25])=[O:24])=[CH:16][C:3]=1[C:4]([NH:6][CH2:7][CH2:8][O:9][CH:10]1[CH2:15][CH2:14][CH2:13][CH2:12][O:11]1)=[O:5], predict the reactants needed to synthesize it. The reactants are: Cl[C:2]1[C:19]([N+:20]([O-:22])=[O:21])=[CH:18][C:17]([N+:23]([O-:25])=[O:24])=[CH:16][C:3]=1[C:4]([NH:6][CH2:7][CH2:8][O:9][CH:10]1[CH2:15][CH2:14][CH2:13][CH2:12][O:11]1)=[O:5].[Na+].[I-:27].[N:28]1([CH2:31][CH2:32][OH:33])[CH2:30][CH2:29]1.O. (2) Given the product [Cl:1][C:2]1[N:10]=[C:9]2[N:8]([CH3:11])[C:7]([C:19]3[CH:20]=[C:21]([CH:22]=[O:23])[CH:16]=[N:17][CH:18]=3)=[CH:6][C:5]2=[CH:4][CH:3]=1, predict the reactants needed to synthesize it. The reactants are: [Cl:1][C:2]1[N:10]=[C:9]2[C:5]([CH:6]=[C:7](B(O)O)[N:8]2[CH3:11])=[CH:4][CH:3]=1.Br[C:16]1[C:21]([CH:22]=[O:23])=[CH:20][CH:19]=[CH:18][N:17]=1.C([O-])([O-])=O.[Na+].[Na+]. (3) The reactants are: S(O)(O)(=O)=O.[OH:6][NH2:7].[CH3:8][O:9][CH2:10][C:11]([CH3:18])([CH3:17])[C:12](=O)[CH2:13][C:14]#[N:15].[OH-].[Na+]. Given the product [CH3:8][O:9][CH2:10][C:11]([C:12]1[CH:13]=[C:14]([NH2:15])[O:6][N:7]=1)([CH3:18])[CH3:17], predict the reactants needed to synthesize it. (4) Given the product [C:1]([O:5][C:6]([N:8]1[CH2:13][C@H:12]([CH2:14][OH:15])[N:11]([CH2:17][C:18]2[CH:23]=[CH:22][CH:21]=[CH:20][CH:19]=2)[CH2:10][C@H:9]1[CH3:16])=[O:7])([CH3:4])([CH3:3])[CH3:2], predict the reactants needed to synthesize it. The reactants are: [C:1]([O:5][C:6]([N:8]1[CH2:13][C@H:12]([CH2:14][OH:15])[NH:11][CH2:10][C@H:9]1[CH3:16])=[O:7])([CH3:4])([CH3:3])[CH3:2].[CH:17](=O)[C:18]1[CH:23]=[CH:22][CH:21]=[CH:20][CH:19]=1.C(O[BH-](OC(=O)C)OC(=O)C)(=O)C.[Na+].ClCCCl. (5) Given the product [CH:18]([O:17][C:15]([N:6]1[CH:7]=[CH:8][C:3](=[O:2])[CH2:4][CH:5]1[CH:9]([CH3:11])[CH3:10])=[O:16])([CH3:20])[CH3:19], predict the reactants needed to synthesize it. The reactants are: C[O:2][C:3]1[CH:8]=[CH:7][N:6]=[CH:5][CH:4]=1.[CH:9]([Mg]Br)([CH3:11])[CH3:10].Cl[C:15]([O:17][CH:18]([CH3:20])[CH3:19])=[O:16]. (6) The reactants are: [C:9](O[C:9]([O:11][C:12]([CH3:15])([CH3:14])[CH3:13])=[O:10])([O:11][C:12]([CH3:15])([CH3:14])[CH3:13])=[O:10].CCN(CC)CC.C1(C=CC(O)=CC=1)O.Cl.[C:32]([O:37][C:38](=[O:45])[C@@H:39]1[CH2:43][C@@H:42]([OH:44])[CH2:41][NH:40]1)(=[O:36])[C:33]([CH3:35])=[CH2:34].OS([O-])(=O)=O.[Na+]. Given the product [C:12]([O:11][C:9]([N:40]1[CH2:41][C@H:42]([OH:44])[CH2:43][C@H:39]1[C:38]([O:37][C:32](=[O:36])[C:33]([CH3:35])=[CH2:34])=[O:45])=[O:10])([CH3:13])([CH3:14])[CH3:15], predict the reactants needed to synthesize it. (7) The reactants are: [Br:1][C:2]1[CH:3]=[C:4]([NH2:11])[C:5]2[N:6]([CH:8]=[CH:9][N:10]=2)[CH:7]=1.C1C(=O)N([I:19])C(=O)C1. Given the product [Br:1][C:2]1[CH:3]=[C:4]([NH2:11])[C:5]2[N:6]([C:8]([I:19])=[CH:9][N:10]=2)[CH:7]=1, predict the reactants needed to synthesize it. (8) Given the product [ClH:57].[ClH:57].[CH:1]([C@H:14]1[N:19]2[CH2:20][CH2:21][N:22]([C:24](=[O:38])[CH2:25][NH:26][C:27](=[O:37])[CH2:28][OH:29])[CH2:23][C@H:18]2[CH2:17][N:16]([CH2:39][C:40]2[CH:45]=[C:44]([N:46]3[C:50]([C:51]([F:54])([F:53])[F:52])=[N:49][N:48]=[N:47]3)[CH:43]=[CH:42][C:41]=2[O:55][CH3:56])[CH2:15]1)([C:8]1[CH:9]=[CH:10][CH:11]=[CH:12][CH:13]=1)[C:2]1[CH:7]=[CH:6][CH:5]=[CH:4][CH:3]=1, predict the reactants needed to synthesize it. The reactants are: [CH:1]([C@H:14]1[N:19]2[CH2:20][CH2:21][N:22]([C:24](=[O:38])[CH2:25][NH:26][C:27](=[O:37])[CH2:28][O:29]CC3C=CC=CC=3)[CH2:23][C@H:18]2[CH2:17][N:16]([CH2:39][C:40]2[CH:45]=[C:44]([N:46]3[C:50]([C:51]([F:54])([F:53])[F:52])=[N:49][N:48]=[N:47]3)[CH:43]=[CH:42][C:41]=2[O:55][CH3:56])[CH2:15]1)([C:8]1[CH:13]=[CH:12][CH:11]=[CH:10][CH:9]=1)[C:2]1[CH:7]=[CH:6][CH:5]=[CH:4][CH:3]=1.[ClH:57]. (9) Given the product [Cl:1][C:2]1[CH:3]=[C:4]2[C:8](=[CH:9][CH:10]=1)[NH:7][C:6]([C:11]([Cl:17])=[O:13])=[CH:5]2.[OH:34][C:22]1[CH:23]=[CH:24][C:25]([S:27]([C:30]([F:33])([F:31])[F:32])(=[O:29])=[O:28])=[CH:26][C:21]=1[NH:20][C:11]([C:6]1[NH:7][C:8]2[C:4]([CH:5]=1)=[CH:3][C:2]([Cl:1])=[CH:10][CH:9]=2)=[O:12], predict the reactants needed to synthesize it. The reactants are: [Cl:1][C:2]1[CH:3]=[C:4]2[C:8](=[CH:9][CH:10]=1)[NH:7][C:6]([C:11]([OH:13])=[O:12])=[CH:5]2.C(Cl)(=O)C([Cl:17])=O.[NH2:20][C:21]1[CH:26]=[C:25]([S:27]([C:30]([F:33])([F:32])[F:31])(=[O:29])=[O:28])[CH:24]=[CH:23][C:22]=1[OH:34].